This data is from Reaction yield outcomes from USPTO patents with 853,638 reactions. The task is: Predict the reaction yield, written as a fraction of the theoretical maximum amount of product (1.0 means a 100% yield; for example, 0.34 means a 34% yield). (1) The reactants are [F:1][C:2]([F:29])([F:28])[C:3]1[CH:4]=[C:5]([NH:13][C:14]([N:16]2[CH2:21][CH2:20][N:19]([C:22]3[C:26](Cl)=[N:25][S:24][N:23]=3)[CH2:18][CH2:17]2)=[O:15])[CH:6]=[C:7]([C:9]([F:12])([F:11])[F:10])[CH:8]=1.CC(C)([O-])C.[K+].C(O)(C)(C)C.[F:41][C:42]1[CH:47]=[C:46]([CH2:48][OH:49])[CH:45]=[CH:44][N:43]=1. The catalyst is CO. The product is [F:1][C:2]([F:29])([F:28])[C:3]1[CH:4]=[C:5]([NH:13][C:14]([N:16]2[CH2:21][CH2:20][N:19]([C:22]3[C:26]([O:49][CH2:48][C:46]4[CH:45]=[CH:44][N:43]=[C:42]([F:41])[CH:47]=4)=[N:25][S:24][N:23]=3)[CH2:18][CH2:17]2)=[O:15])[CH:6]=[C:7]([C:9]([F:12])([F:11])[F:10])[CH:8]=1. The yield is 0.135. (2) The reactants are [C:1]([N:22]1[CH2:27][CH2:26][CH:25]([CH2:28][NH:29][C:30](=[O:37])[C:31]2[CH:36]=[CH:35][CH:34]=[N:33][CH:32]=2)[CH2:24][CH2:23]1)(=[O:21])[CH2:2][CH2:3][CH2:4]/[CH:5]=[CH:6]\[CH2:7]/[CH:8]=[CH:9]\[CH2:10]/[CH:11]=[CH:12]\[CH2:13]/[CH:14]=[CH:15]\[CH2:16]/[CH:17]=[CH:18]\[CH2:19][CH3:20].[H-].[Na+].[CH3:40]I. The catalyst is CN(C=O)C. The product is [C:1]([N:22]1[CH2:23][CH2:24][CH:25]([CH2:28][N:29]([CH3:40])[C:30](=[O:37])[C:31]2[CH:36]=[CH:35][CH:34]=[N:33][CH:32]=2)[CH2:26][CH2:27]1)(=[O:21])[CH2:2][CH2:3][CH2:4]/[CH:5]=[CH:6]\[CH2:7]/[CH:8]=[CH:9]\[CH2:10]/[CH:11]=[CH:12]\[CH2:13]/[CH:14]=[CH:15]\[CH2:16]/[CH:17]=[CH:18]\[CH2:19][CH3:20]. The yield is 0.950. (3) The reactants are CCCCCC.C([Li])CCC.[CH3:12][O:13][C:14]1[CH:22]=[CH:21][C:17]2[S:18][CH:19]=[CH:20][C:16]=2[CH:15]=1.[Br:23][C:24]1[C:33]2[C:28](=[CH:29][CH:30]=[CH:31][CH:32]=2)[CH:27]=[C:26]([CH:34]=[O:35])[CH:25]=1.[Cl-].[NH4+]. The catalyst is C1COCC1. The product is [Br:23][C:24]1[C:33]2[C:28](=[CH:29][CH:30]=[CH:31][CH:32]=2)[CH:27]=[C:26]([CH:34]([C:19]2[S:18][C:17]3[CH:21]=[CH:22][C:14]([O:13][CH3:12])=[CH:15][C:16]=3[CH:20]=2)[OH:35])[CH:25]=1. The yield is 0.770. (4) The reactants are [CH3:1][O:2][C:3]1[CH:4]=[C:5]([NH:11][C:12]2[N:17]=[C:16]([NH:18][CH2:19][CH:20]3[CH2:24][CH2:23][NH:22][CH2:21]3)[N:15]3[CH:25]=[CH:26][N:27]=[C:14]3[C:13]=2[C:28]([NH2:30])=[O:29])[CH:6]=[C:7]([O:9][CH3:10])[CH:8]=1.[C:31]([CH2:33][C:34](O)=[O:35])#[N:32].C1C=CC2N(O)N=NC=2C=1.CCN=C=NCCCN(C)C.CCN(C(C)C)C(C)C. The yield is 0.210. The product is [C:31]([CH2:33][C:34]([N:22]1[CH2:23][CH2:24][CH:20]([CH2:19][NH:18][C:16]2[N:15]3[CH:25]=[CH:26][N:27]=[C:14]3[C:13]([C:28]([NH2:30])=[O:29])=[C:12]([NH:11][C:5]3[CH:4]=[C:3]([O:2][CH3:1])[CH:8]=[C:7]([O:9][CH3:10])[CH:6]=3)[N:17]=2)[CH2:21]1)=[O:35])#[N:32]. The catalyst is C(Cl)Cl. (5) The reactants are [CH3:1][O:2][CH:3]([C:6]1[C:14]2[C:9](=[CH:10][C:11](I)=[CH:12][CH:13]=2)[N:8]([CH2:16][O:17][CH2:18][CH2:19][Si:20]([CH3:23])([CH3:22])[CH3:21])[N:7]=1)[O:4][CH3:5].[CH3:24][O:25][C:26]1[CH:31]=[C:30]([O:32][CH:33]([Si](C)(C)C)[O:34][CH2:35][CH3:36])[CH:29]=[CH:28][C:27]=1B(O)O.C(=O)([O-])[O-].[Na+].[Na+].CO. The catalyst is C1C=CC=CC=1.CCOCC.C1C=CC([P]([Pd]([P](C2C=CC=CC=2)(C2C=CC=CC=2)C2C=CC=CC=2)([P](C2C=CC=CC=2)(C2C=CC=CC=2)C2C=CC=CC=2)[P](C2C=CC=CC=2)(C2C=CC=CC=2)C2C=CC=CC=2)(C2C=CC=CC=2)C2C=CC=CC=2)=CC=1.O. The product is [CH3:1][O:2][CH:3]([C:6]1[C:14]2[C:9](=[CH:10][C:11]([C:27]3[CH:28]=[CH:29][C:30]([O:32][CH2:33][O:34][CH2:35][CH2:36][Si:20]([CH3:22])([CH3:21])[CH3:19])=[CH:31][C:26]=3[O:25][CH3:24])=[CH:12][CH:13]=2)[N:8]([CH2:16][O:17][CH2:18][CH2:19][Si:20]([CH3:23])([CH3:22])[CH3:21])[N:7]=1)[O:4][CH3:5]. The yield is 0.820. (6) The reactants are [Cl:1][C:2]1[CH:7]=[C:6]([Cl:8])[CH:5]=[CH:4][C:3]=1[C:9]1[N:10]=[C:11]([CH2:16][C:17]2[CH:22]=[CH:21][C:20]([C:23]3[CH:28]=[CH:27][C:26]([OH:29])=[CH:25][CH:24]=3)=[CH:19][CH:18]=2)[N:12]([CH2:14][CH3:15])[CH:13]=1.C[O:31][C:32](=[O:45])[CH:33]([NH:37]C(OC(C)(C)C)=O)[CH2:34][CH2:35]Br.[CH3:46][S:47](Cl)(=[O:49])=[O:48].CS(N)(=O)=O. No catalyst specified. The product is [Cl:1][C:2]1[CH:7]=[C:6]([Cl:8])[CH:5]=[CH:4][C:3]=1[C:9]1[N:10]=[C:11]([CH2:16][C:17]2[CH:22]=[CH:21][C:20]([C:23]3[CH:24]=[CH:25][C:26]([O:29][CH2:35][CH2:34][C@H:33]([NH:37][S:47]([CH3:46])(=[O:49])=[O:48])[C:32]([OH:31])=[O:45])=[CH:27][CH:28]=3)=[CH:19][CH:18]=2)[N:12]([CH2:14][CH3:15])[CH:13]=1. The yield is 0.480. (7) The reactants are C(NC(C)C)(C)C.C([Li])CCC.Cl[CH2:14][CH2:15][CH2:16][CH2:17][C:18]#[C:19][Si:20]([CH3:23])([CH3:22])[CH3:21]. The catalyst is C1COCC1. The product is [CH:17]1([C:18]#[C:19][Si:20]([CH3:23])([CH3:22])[CH3:21])[CH2:16][CH2:15][CH2:14]1. The yield is 0.700.